From a dataset of Catalyst prediction with 721,799 reactions and 888 catalyst types from USPTO. Predict which catalyst facilitates the given reaction. (1) Reactant: C(NC(C)C)(C)C.[Li]CCCC.[CH3:13][O:14][C:15]([C:17]1[S:18][CH:19]=[CH:20][C:21]=1[NH:22][C:23]([O:25][C:26]([CH3:29])([CH3:28])[CH3:27])=[O:24])=[O:16].[C:30]1(=[O:36])[CH2:35][CH2:34][CH2:33][CH2:32][CH2:31]1. Product: [CH3:13][O:14][C:15]([C:17]1[S:18][C:19]([C:30]2([OH:36])[CH2:35][CH2:34][CH2:33][CH2:32][CH2:31]2)=[CH:20][C:21]=1[NH:22][C:23]([O:25][C:26]([CH3:29])([CH3:28])[CH3:27])=[O:24])=[O:16]. The catalyst class is: 1. (2) Reactant: C(OC(=O)[NH:7][CH:8]1[CH2:13][CH2:12][N:11]([CH2:14][CH2:15][N:16]2[C:25]3[C:20](=[CH:21][CH:22]=[C:23]([O:26][CH3:27])[CH:24]=3)[CH:19]=[CH:18][C:17]2=[O:28])[CH2:10][CH2:9]1)(C)(C)C.Cl. Product: [NH2:7][CH:8]1[CH2:13][CH2:12][N:11]([CH2:14][CH2:15][N:16]2[C:25]3[C:20](=[CH:21][CH:22]=[C:23]([O:26][CH3:27])[CH:24]=3)[CH:19]=[CH:18][C:17]2=[O:28])[CH2:10][CH2:9]1. The catalyst class is: 12. (3) Reactant: [CH3:1][N:2]([CH2:10][C:11]1[S:12][C:13]([S:22]([C:25]2[CH:30]=[CH:29][CH:28]=[CH:27][CH:26]=2)(=[O:24])=[O:23])=[C:14]([C:16]2[N:17]([CH3:21])[CH:18]=[CH:19][N:20]=2)[CH:15]=1)C(=O)OC(C)(C)C.C(OCC)(=O)C.[ClH:37]. Product: [ClH:37].[ClH:37].[CH3:1][NH:2][CH2:10][C:11]1[S:12][C:13]([S:22]([C:25]2[CH:30]=[CH:29][CH:28]=[CH:27][CH:26]=2)(=[O:23])=[O:24])=[C:14]([C:16]2[N:17]([CH3:21])[CH:18]=[CH:19][N:20]=2)[CH:15]=1. The catalyst class is: 336. (4) Reactant: [Cl:1][C:2]1[CH:3]=[C:4]2[C:8](=[CH:9][CH:10]=1)[C:7](=[O:11])[N:6]([C:12]1[CH:13]=[N:14][CH:15]=[C:16](B3OC(C)(C)C(C)(C)O3)[CH:17]=1)[C:5]2([CH3:28])[CH3:27].Cl.N[C@@H]1CCCC[C@H]1O.C[Si]([N-][Si](C)(C)C)(C)C.[Na+].[C:48]([O:52][C:53]([N:55]1[CH2:58][CH:57](I)[CH2:56]1)=[O:54])([CH3:51])([CH3:50])[CH3:49]. Product: [C:48]([O:52][C:53]([N:55]1[CH2:58][CH:57]([C:16]2[CH:15]=[N:14][CH:13]=[C:12]([N:6]3[C:7](=[O:11])[C:8]4[C:4](=[CH:3][C:2]([Cl:1])=[CH:10][CH:9]=4)[C:5]3([CH3:27])[CH3:28])[CH:17]=2)[CH2:56]1)=[O:54])([CH3:51])([CH3:49])[CH3:50]. The catalyst class is: 41. (5) Reactant: [CH:1]1[C:13]2[NH:12][C:11]3[C:6](=[CH:7][CH:8]=[CH:9][CH:10]=3)[C:5]=2[CH:4]=[CH:3][CH:2]=1.[Br:14][C:15]1[CH:20]=[CH:19][CH:18]=[C:17]([Br:21])[C:16]=1F.P([O-])([O-])([O-])=O.[K+].[K+].[K+].O. Product: [Br:14][C:15]1[CH:20]=[CH:19][CH:18]=[C:17]([Br:21])[C:16]=1[N:12]1[C:11]2[CH:10]=[CH:9][CH:8]=[CH:7][C:6]=2[C:5]2[C:13]1=[CH:1][CH:2]=[CH:3][CH:4]=2. The catalyst class is: 44. (6) Reactant: [CH3:1][S:2][C:3]1[CH:11]=[CH:10][C:6]([C:7]([OH:9])=O)=[CH:5][CH:4]=1.[NH:12]1[CH2:17][CH2:16][O:15][CH2:14][CH2:13]1. Product: [CH3:1][S:2][C:3]1[CH:4]=[CH:5][C:6]([C:7]([N:12]2[CH2:17][CH2:16][O:15][CH2:14][CH2:13]2)=[O:9])=[CH:10][CH:11]=1. The catalyst class is: 1. (7) Reactant: Cl[C:2]1[N:7]=[N:6][C:5]([C:8](O)=O)=[CH:4][CH:3]=1.[C:11]1([NH2:18])[CH:16]=[CH:15][CH:14]=[CH:13][C:12]=1[NH2:17].C([O-])(O)=[O:20].[Na+]. Product: [NH:17]1[C:12]2[CH:13]=[CH:14][CH:15]=[CH:16][C:11]=2[N:18]=[C:8]1[C:5]1[N:6]=[N:7][C:2]([OH:20])=[CH:3][CH:4]=1. The catalyst class is: 6.